This data is from NCI-60 drug combinations with 297,098 pairs across 59 cell lines. The task is: Regression. Given two drug SMILES strings and cell line genomic features, predict the synergy score measuring deviation from expected non-interaction effect. (1) Drug 1: C1=CN(C=N1)CC(O)(P(=O)(O)O)P(=O)(O)O. Drug 2: C#CCC(CC1=CN=C2C(=N1)C(=NC(=N2)N)N)C3=CC=C(C=C3)C(=O)NC(CCC(=O)O)C(=O)O. Cell line: CCRF-CEM. Synergy scores: CSS=11.8, Synergy_ZIP=-3.60, Synergy_Bliss=-11.8, Synergy_Loewe=0.521, Synergy_HSA=-3.34. (2) Drug 1: CC12CCC(CC1=CCC3C2CCC4(C3CC=C4C5=CN=CC=C5)C)O. Drug 2: CN(CCCl)CCCl.Cl. Cell line: SNB-75. Synergy scores: CSS=-0.960, Synergy_ZIP=-0.0180, Synergy_Bliss=-1.38, Synergy_Loewe=-2.35, Synergy_HSA=-2.29.